From a dataset of Full USPTO retrosynthesis dataset with 1.9M reactions from patents (1976-2016). Predict the reactants needed to synthesize the given product. (1) Given the product [CH2:13]([C:17]1[N:18]=[C:19]([CH2:44][O:45][CH3:46])[N:20]([CH2:39][C:40]([CH3:41])([CH3:43])[CH3:42])[C:21](=[O:38])[C:22]=1[CH2:23][C:24]1[CH:29]=[CH:28][C:27]([C:30]2[CH:35]=[CH:34][CH:33]=[CH:32][C:31]=2[C:36]2[NH:3][C:4](=[O:7])[O:5][N:37]=2)=[CH:26][CH:25]=1)[CH2:14][CH2:15][CH3:16], predict the reactants needed to synthesize it. The reactants are: [Cl-].O[NH3+:3].[C:4](=[O:7])([O-])[OH:5].[Na+].CS(C)=O.[CH2:13]([C:17]1[N:18]=[C:19]([CH2:44][O:45][CH3:46])[N:20]([CH2:39][C:40]([CH3:43])([CH3:42])[CH3:41])[C:21](=[O:38])[C:22]=1[CH2:23][C:24]1[CH:29]=[CH:28][C:27]([C:30]2[C:31]([C:36]#[N:37])=[CH:32][CH:33]=[CH:34][CH:35]=2)=[CH:26][CH:25]=1)[CH2:14][CH2:15][CH3:16]. (2) Given the product [F:1][C:2]1[CH:7]=[C:6]([CH2:8][CH2:9][OH:10])[CH:5]=[CH:4][C:3]=1[O:11][C:18]1[CH:17]=[CH:16][CH:15]=[C:14]([C:13]([F:24])([F:23])[F:12])[CH:19]=1, predict the reactants needed to synthesize it. The reactants are: [F:1][C:2]1[CH:7]=[C:6]([CH2:8][CH2:9][OH:10])[CH:5]=[CH:4][C:3]=1[OH:11].[F:12][C:13]([F:24])([F:23])[C:14]1[CH:15]=[C:16](B(O)O)[CH:17]=[CH:18][CH:19]=1. (3) Given the product [F:1][C:2]([F:19])([F:18])[CH:3]([NH:12][C:13](=[O:17])[CH:14]([CH3:16])[CH3:15])[C:4]1[CH:9]=[CH:8][C:7]([CH:10]=[N:21][OH:22])=[CH:6][CH:5]=1, predict the reactants needed to synthesize it. The reactants are: [F:1][C:2]([F:19])([F:18])[CH:3]([NH:12][C:13](=[O:17])[CH:14]([CH3:16])[CH3:15])[C:4]1[CH:9]=[CH:8][C:7]([CH:10]=O)=[CH:6][CH:5]=1.Cl.[NH2:21][OH:22].